Predict which catalyst facilitates the given reaction. From a dataset of Catalyst prediction with 721,799 reactions and 888 catalyst types from USPTO. (1) Reactant: CS(O[C:6]1[CH:11]=[CH:10][CH:9]=[C:8]([C:12]2[S:13][C:14]3[CH:22]=[CH:21][CH:20]=[CH:19][C:15]=3[C:16](=[O:18])[N:17]=2)[N:7]=1)(=O)=O.[CH2:23]([N:25]([CH2:28][CH3:29])[CH2:26][CH3:27])C.[Cl:30][C:31]1[CH:36]=[CH:35][C:34]([C:37]2([OH:43])CCNCC2)=[CH:33][CH:32]=1.C(OCC)(=O)C. Product: [Cl:30][C:31]1[CH:36]=[CH:35][C:34]([C:37]2([OH:43])[CH2:29][CH2:28][N:25]([CH2:23][C:6]3[N:7]=[C:8]([C:12]4[S:13][C:14]5[CH:22]=[CH:21][CH:20]=[CH:19][C:15]=5[C:16](=[O:18])[N:17]=4)[CH:9]=[CH:10][CH:11]=3)[CH2:26][CH2:27]2)=[CH:33][CH:32]=1. The catalyst class is: 18. (2) Reactant: Cl[C:2]1[N:7]=[C:6]([NH:8][CH3:9])[CH:5]=[C:4]([C:10]2[CH:15]=[CH:14][CH:13]=[CH:12][CH:11]=2)[N:3]=1.[F:16][C:17]([F:35])([F:34])[C:18]1[CH:23]=[CH:22][CH:21]=[CH:20][C:19]=1[CH2:24][NH:25][C:26]([CH:28]1[CH2:33][CH2:32][NH:31][CH2:30][CH2:29]1)=[O:27].[OH-].[Na+]. Product: [CH3:9][NH:8][C:6]1[CH:5]=[C:4]([C:10]2[CH:15]=[CH:14][CH:13]=[CH:12][CH:11]=2)[N:3]=[C:2]([N:31]2[CH2:32][CH2:33][CH:28]([C:26]([NH:25][CH2:24][C:19]3[CH:20]=[CH:21][CH:22]=[CH:23][C:18]=3[C:17]([F:16])([F:34])[F:35])=[O:27])[CH2:29][CH2:30]2)[N:7]=1. The catalyst class is: 12. (3) Reactant: [CH3:1][O:2][C:3](=[O:14])[C:4]1[CH:9]=[CH:8][CH:7]=[C:6]([N+:10]([O-])=O)[C:5]=1[NH2:13]. Product: [NH2:13][C:5]1[C:6]([NH2:10])=[CH:7][CH:8]=[CH:9][C:4]=1[C:3]([O:2][CH3:1])=[O:14]. The catalyst class is: 50.